Dataset: Forward reaction prediction with 1.9M reactions from USPTO patents (1976-2016). Task: Predict the product of the given reaction. (1) Given the reactants [NH:1]1[C:9]2[C:4](=[CH:5][CH:6]=[CH:7][CH:8]=2)[C:3]([CH:10]=[O:11])=[CH:2]1.[F:12][C:13]([F:25])([F:24])[C:14]1[CH:19]=[CH:18][C:17]([S:20](Cl)(=[O:22])=[O:21])=[CH:16][CH:15]=1.C(N(C(C)C)CC)(C)C.C(=O)([O-])O.[Na+], predict the reaction product. The product is: [F:25][C:13]([F:12])([F:24])[C:14]1[CH:15]=[CH:16][C:17]([S:20]([N:1]2[C:9]3[C:4](=[CH:5][CH:6]=[CH:7][CH:8]=3)[C:3]([CH:10]=[O:11])=[CH:2]2)(=[O:22])=[O:21])=[CH:18][CH:19]=1. (2) The product is: [C:26]1([CH3:29])[CH:25]=[CH:24][C:23]([O:22][CH:19]2[CH2:20][CH2:21][N:16]([C:14](=[O:15])[CH2:13][NH:1][C:2]3[CH:11]=[CH:10][C:5]4[NH:6][C:7](=[O:9])[S:8][C:4]=4[CH:3]=3)[CH2:17][CH2:18]2)=[CH:28][CH:27]=1. Given the reactants [NH2:1][C:2]1[CH:11]=[CH:10][C:5]2[NH:6][C:7](=[O:9])[S:8][C:4]=2[CH:3]=1.Cl[CH2:13][C:14]([N:16]1[CH2:21][CH2:20][CH:19]([O:22][C:23]2[CH:28]=[CH:27][C:26]([CH3:29])=[CH:25][CH:24]=2)[CH2:18][CH2:17]1)=[O:15], predict the reaction product.